From a dataset of Reaction yield outcomes from USPTO patents with 853,638 reactions. Predict the reaction yield, written as a fraction of the theoretical maximum amount of product (1.0 means a 100% yield; for example, 0.34 means a 34% yield). (1) The reactants are Cl[C:2]1[C:3]2[S:22][CH2:21][CH2:20][C:4]=2[N:5]=[C:6]([N:8]2[CH2:13][CH2:12][N:11]([C:14]3[CH:19]=[CH:18][CH:17]=[CH:16][CH:15]=3)[CH2:10][CH2:9]2)[N:7]=1.[CH2:23]([NH2:26])[CH2:24][CH3:25]. The catalyst is O. The product is [C:14]1([N:11]2[CH2:12][CH2:13][N:8]([C:6]3[N:7]=[C:2]([CH2:25][CH2:24][CH2:23][NH2:26])[C:3]4[S:22][CH2:21][CH2:20][C:4]=4[N:5]=3)[CH2:9][CH2:10]2)[CH:19]=[CH:18][CH:17]=[CH:16][CH:15]=1. The yield is 0.760. (2) The reactants are Cl.Cl.[F:3][C:4]([F:25])([F:24])[C:5]1[CH:6]=[CH:7][C:8]([N:11]2[CH:15]=[CH:14][C:13]([CH2:16][N:17]3[CH2:22][CH2:21][CH:20]([NH2:23])[CH2:19][CH2:18]3)=[CH:12]2)=[N:9][CH:10]=1.[CH3:26][N:27]([C:31]1[CH:36]=[CH:35][CH:34]=[CH:33][CH:32]=1)[C:28](Cl)=[O:29].CCN(C(C)C)C(C)C. The catalyst is C1COCC1. The product is [CH3:26][N:27]([C:31]1[CH:36]=[CH:35][CH:34]=[CH:33][CH:32]=1)[C:28]([NH:23][CH:20]1[CH2:19][CH2:18][N:17]([CH2:16][C:13]2[CH:14]=[CH:15][N:11]([C:8]3[CH:7]=[CH:6][C:5]([C:4]([F:3])([F:24])[F:25])=[CH:10][N:9]=3)[CH:12]=2)[CH2:22][CH2:21]1)=[O:29]. The yield is 0.160. (3) The reactants are [F:1][CH:2]([F:35])[O:3][C:4]1[CH:5]=[C:6]([CH:14]([N:19]2[CH2:27][C:26]3[C:21](=[C:22]([NH:28][C:29]([CH:31]4[CH2:33][CH2:32]4)=[O:30])[CH:23]=[CH:24][CH:25]=3)[C:20]2=[O:34])[CH2:15][C:16](O)=[O:17])[CH:7]=[CH:8][C:9]=1[O:10][CH:11]([F:13])[F:12].[C:36](N1C=CN=C1)([N:38]1C=CN=[CH:39]1)=O.CNC.O. The catalyst is O1CCCC1. The product is [F:1][CH:2]([F:35])[O:3][C:4]1[CH:5]=[C:6]([CH:14]([N:19]2[C:20](=[O:34])[C:21]3[C:26](=[CH:25][CH:24]=[CH:23][C:22]=3[NH:28][C:29]([CH:31]3[CH2:32][CH2:33]3)=[O:30])[CH2:27]2)[CH2:15][C:16](=[O:17])[N:38]([CH3:39])[CH3:36])[CH:7]=[CH:8][C:9]=1[O:10][CH:11]([F:12])[F:13]. The yield is 0.500.